Task: Predict the product of the given reaction.. Dataset: Forward reaction prediction with 1.9M reactions from USPTO patents (1976-2016) (1) Given the reactants [NH2:1][C:2]1[CH:7]=[CH:6][CH:5]=[CH:4][C:3]=1[NH:8][C:9](=[O:22])[C:10]1[CH:15]=[CH:14][C:13]([CH:16]2[CH2:21][CH2:20][NH:19][CH2:18][CH2:17]2)=[CH:12][CH:11]=1.[C:23](OC(=O)C)(=[O:25])[CH3:24], predict the reaction product. The product is: [C:23]([N:19]1[CH2:20][CH2:21][CH:16]([C:13]2[CH:14]=[CH:15][C:10]([C:9]([NH:8][C:3]3[CH:4]=[CH:5][CH:6]=[CH:7][C:2]=3[NH2:1])=[O:22])=[CH:11][CH:12]=2)[CH2:17][CH2:18]1)(=[O:25])[CH3:24]. (2) Given the reactants CC(OI1(OC(C)=O)(OC(C)=O)OC(=O)C2C=CC=CC1=2)=O.[Si:23]([O:30][C@@H:31]1[CH2:36][CH2:35][C@H:34]([CH:37]([OH:48])[C:38]([O:40][CH2:41][C:42]2[CH:47]=[CH:46][CH:45]=[CH:44][CH:43]=2)=[O:39])[CH2:33][CH2:32]1)([C:26]([CH3:29])([CH3:28])[CH3:27])([CH3:25])[CH3:24], predict the reaction product. The product is: [Si:23]([O:30][C@@H:31]1[CH2:32][CH2:33][C@H:34]([C:37](=[O:48])[C:38]([O:40][CH2:41][C:42]2[CH:43]=[CH:44][CH:45]=[CH:46][CH:47]=2)=[O:39])[CH2:35][CH2:36]1)([C:26]([CH3:29])([CH3:28])[CH3:27])([CH3:25])[CH3:24]. (3) Given the reactants C[O:2][C:3](=O)[CH2:4][C:5]([NH:7][C:8]1[CH:13]=[CH:12][C:11]([O:14][CH2:15][C:16]2[CH:21]=[CH:20][CH:19]=[C:18]([F:22])[CH:17]=2)=[C:10]([F:23])[CH:9]=1)=[O:6].[OH-].[NH4+:26], predict the reaction product. The product is: [F:23][C:10]1[CH:9]=[C:8]([NH:7][C:5](=[O:6])[CH2:4][C:3]([NH2:26])=[O:2])[CH:13]=[CH:12][C:11]=1[O:14][CH2:15][C:16]1[CH:21]=[CH:20][CH:19]=[C:18]([F:22])[CH:17]=1.